From a dataset of Full USPTO retrosynthesis dataset with 1.9M reactions from patents (1976-2016). Predict the reactants needed to synthesize the given product. (1) Given the product [F:4][C:5]1[CH:6]=[C:7]([C:12]2[CH:17]=[CH:16][C:15]([C:18]([NH:20][C@@H:21]([C:29]([OH:31])=[O:30])[C@H:22]([CH3:28])[O:23][C:24]([CH3:25])([CH3:26])[CH3:27])=[O:19])=[C:14]([NH:33][C:34]([NH:36][C:37]3[C:38]([CH3:45])=[CH:39][C:40]([CH3:44])=[CH:41][C:42]=3[CH3:43])=[O:35])[CH:13]=2)[CH:8]=[CH:9][C:10]=1[F:11], predict the reactants needed to synthesize it. The reactants are: O.[OH-].[Li+].[F:4][C:5]1[CH:6]=[C:7]([C:12]2[CH:17]=[CH:16][C:15]([C:18]([NH:20][C@@H:21]([C:29]([O:31]C)=[O:30])[C@H:22]([CH3:28])[O:23][C:24]([CH3:27])([CH3:26])[CH3:25])=[O:19])=[C:14]([NH:33][C:34]([NH:36][C:37]3[C:42]([CH3:43])=[CH:41][C:40]([CH3:44])=[CH:39][C:38]=3[CH3:45])=[O:35])[CH:13]=2)[CH:8]=[CH:9][C:10]=1[F:11].O.Cl. (2) Given the product [F:1][C:2]1[S:6][C:5]([C:7]2[N:34]=[C:18]([C:19]3[CH:20]=[CH:21][C:22]([N:25]4[C:29]5=[N:30][CH:31]=[CH:32][CH:33]=[C:28]5[CH:27]=[CH:26]4)=[CH:23][CH:24]=3)[N:17]([C:14]3[CH:15]=[N:16][C:11]([CH3:10])=[CH:12][CH:13]=3)[CH:8]=2)=[CH:4][CH:3]=1, predict the reactants needed to synthesize it. The reactants are: [F:1][C:2]1[S:6][C:5]([C:7](=O)[CH3:8])=[CH:4][CH:3]=1.[CH3:10][C:11]1[N:16]=[CH:15][C:14]([N:17]=[C:18]([NH2:34])[C:19]2[CH:24]=[CH:23][C:22]([N:25]3[C:29]4=[N:30][CH:31]=[CH:32][CH:33]=[C:28]4[CH:27]=[CH:26]3)=[CH:21][CH:20]=2)=[CH:13][CH:12]=1. (3) Given the product [CH3:14][C:13]1[O:12][C:11]([C:15]2[CH:20]=[CH:19][CH:18]=[CH:17][CH:16]=2)=[N:10][C:9]=1[CH2:8][O:7][C:6]1[CH:21]=[CH:22][C:3]([CH2:2][O:23][C:24]2[CH:29]=[CH:28][CH:27]=[CH:26][C:25]=2[CH2:30][CH2:31][C:32]([O:34][CH3:35])=[O:33])=[CH:4][CH:5]=1, predict the reactants needed to synthesize it. The reactants are: Cl[CH2:2][C:3]1[CH:22]=[CH:21][C:6]([O:7][CH2:8][C:9]2[N:10]=[C:11]([C:15]3[CH:20]=[CH:19][CH:18]=[CH:17][CH:16]=3)[O:12][C:13]=2[CH3:14])=[CH:5][CH:4]=1.[OH:23][C:24]1[CH:29]=[CH:28][CH:27]=[CH:26][C:25]=1[CH2:30][CH2:31][C:32]([O:34][CH3:35])=[O:33].C(=O)([O-])[O-].[K+].[K+].CN(C)C=O. (4) Given the product [ClH:2].[Cl:2][C:3]1[C:12]2[C:7](=[CH:8][C:9]([S:13]([NH:16][CH2:17][C:18]([CH3:25])([CH3:24])[C:19]([OH:21])=[O:20])(=[O:14])=[O:15])=[CH:10][CH:11]=2)[C:6]([NH:26][C:27]([NH2:29])=[NH:28])=[N:5][CH:4]=1, predict the reactants needed to synthesize it. The reactants are: Cl.[Cl:2][C:3]1[C:12]2[C:7](=[CH:8][C:9]([S:13]([NH:16][CH2:17][C:18]([CH3:25])([CH3:24])[C:19]([O:21]CC)=[O:20])(=[O:15])=[O:14])=[CH:10][CH:11]=2)[C:6]([NH:26][C:27]([NH2:29])=[NH:28])=[N:5][CH:4]=1.CO.Cl.